Dataset: Forward reaction prediction with 1.9M reactions from USPTO patents (1976-2016). Task: Predict the product of the given reaction. (1) Given the reactants [C:1]([C:4]1[C:12]2[O:11][CH2:10][CH:9]([C:13]3[CH:18]=[CH:17][C:16]([CH:19]([CH3:21])[CH3:20])=[CH:15][CH:14]=3)[C:8]=2[C:7]([CH3:22])=[C:6]([NH:23][C:24](=[O:31])OCC(Cl)(Cl)Cl)[C:5]=1[CH3:32])(=[O:3])[CH3:2].[OH:33][CH2:34][CH2:35][CH2:36][NH2:37], predict the reaction product. The product is: [C:1]([C:4]1[C:12]2[O:11][CH2:10][CH:9]([C:13]3[CH:14]=[CH:15][C:16]([CH:19]([CH3:21])[CH3:20])=[CH:17][CH:18]=3)[C:8]=2[C:7]([CH3:22])=[C:6]([NH:23][C:24]([NH:37][CH2:36][CH2:35][CH2:34][OH:33])=[O:31])[C:5]=1[CH3:32])(=[O:3])[CH3:2]. (2) Given the reactants C([N:8]1[CH:13]([CH2:14][F:15])[CH2:12][O:11][C:10]([CH2:17][CH2:18][OH:19])([CH3:16])[CH2:9]1)C1C=CC=CC=1, predict the reaction product. The product is: [F:15][CH2:14][CH:13]1[NH:8][CH2:9][C:10]([CH2:17][CH2:18][OH:19])([CH3:16])[O:11][CH2:12]1. (3) The product is: [C:30]([C:25]1[CH:26]=[CH:27][CH:28]=[CH:29][C:24]=1[CH2:23][O:22][C:20]1[N:19]([C:32]2[CH:37]=[CH:36][CH:35]=[CH:34][C:33]=2[F:38])[N:18]=[C:17]([C:15]([NH:14][C@H:6]([C:7]2[CH:12]=[CH:11][CH:10]=[CH:9][C:8]=2[CH3:13])[CH2:5][C:4]([OH:39])=[O:3])=[O:16])[CH:21]=1)#[N:31]. Given the reactants C([O:3][C:4](=[O:39])[CH2:5][C@H:6]([NH:14][C:15]([C:17]1[CH:21]=[C:20]([O:22][CH2:23][C:24]2[CH:29]=[CH:28][CH:27]=[CH:26][C:25]=2[C:30]#[N:31])[N:19]([C:32]2[CH:37]=[CH:36][CH:35]=[CH:34][C:33]=2[F:38])[N:18]=1)=[O:16])[C:7]1[CH:12]=[CH:11][CH:10]=[CH:9][C:8]=1[CH3:13])C.[OH-].[Li+], predict the reaction product. (4) Given the reactants O1CCOC1C[N:7]1[C:15]2[C:10](=[CH:11][CH:12]=[CH:13][CH:14]=2)[C:9]([CH:16]2[CH2:21][CH2:20][N:19]([CH2:22][CH2:23][O:24][C:25]3[CH:33]=[CH:32][CH:31]=[CH:30][C:26]=3[C:27]([OH:29])=[O:28])[CH2:18][CH2:17]2)=[CH:8]1.[H-].[Na+].Cl[CH2:37][CH2:38][CH2:39][CH:40]1[O:44][CH2:43][CH2:42][O:41]1.[OH-].[Na+], predict the reaction product. The product is: [O:41]1[CH2:42][CH2:43][O:44][CH:40]1[CH2:39][CH2:38][CH2:37][N:7]1[C:15]2[C:10](=[CH:11][CH:12]=[CH:13][CH:14]=2)[C:9]([CH:16]2[CH2:21][CH2:20][N:19]([CH2:22][CH2:23][O:24][C:25]3[CH:33]=[CH:32][CH:31]=[CH:30][C:26]=3[C:27]([OH:29])=[O:28])[CH2:18][CH2:17]2)=[CH:8]1. (5) Given the reactants [CH2:1]1[CH:5]2[CH2:6][NH:7][CH2:8][CH:4]2[CH2:3][N:2]1[C:9]1[CH:14]=[C:13]([C:15]([F:18])([F:17])[F:16])[N:12]=[C:11]([N:19]([CH3:21])[CH3:20])[N:10]=1.[F:22][C:23]1[CH:24]=[CH:25][C:26]([C:32]2[N:37]=[CH:36][CH:35]=[CH:34][N:33]=2)=[C:27]([CH:31]=1)[C:28](O)=[O:29], predict the reaction product. The product is: [F:22][C:23]1[CH:24]=[CH:25][C:26]([C:32]2[N:33]=[CH:34][CH:35]=[CH:36][N:37]=2)=[C:27]([C:28]([N:7]2[CH2:6][CH:5]3[CH2:1][N:2]([C:9]4[CH:14]=[C:13]([C:15]([F:18])([F:17])[F:16])[N:12]=[C:11]([N:19]([CH3:21])[CH3:20])[N:10]=4)[CH2:3][CH:4]3[CH2:8]2)=[O:29])[CH:31]=1.